Dataset: Experimentally validated miRNA-target interactions with 360,000+ pairs, plus equal number of negative samples. Task: Binary Classification. Given a miRNA mature sequence and a target amino acid sequence, predict their likelihood of interaction. (1) The miRNA is hsa-miR-652-3p with sequence AAUGGCGCCACUAGGGUUGUG. The protein sequence of the target gene is MAGSDVASEGPSPRDGATRRPGATGGLRSQAAASCPEPLSAAEAPAERGALPAWMRLYFYGMHGITLDVLVSSARRFARSLDLRMLGFSSPYRCLLHSLTHFALEQLYLQRPRCPSAFLFNFLLYPSAHVGLQTLAGQALRLSLGGGPGGAAAPALGALDLALQYVLALYHGQVFLKRFLCLRYPRRRDQHTRDTLPAARDAQILWEAGGQRRGPGGARGTERSPTQGLPDLLRFLFFGMHGFLDEIFFTFFFNVLGQGDRASSGHTSLWSFFMYGSCSFVVEKLYFHLHYSRGWGTWKR.... Result: 0 (no interaction). (2) The miRNA is hsa-miR-196b-5p with sequence UAGGUAGUUUCCUGUUGUUGGG. The protein sequence of the target gene is MRGPIVLHICLAFCSLLLFSVATQCLAFPKIERRREIAHVHAEKGQSDKMNTDDLENSSVTSKQTPQLVVSEDPMMMSAVPSATSLNKAFSINKETQPGQAGLMQTERPGVSTPTESGVPSAEEVFGSSQPERISPESGLAKAMLTIAITATPSLTVDEKEELLTSTNFQPIVEEITETTKGFLKYMDNQSFATESQEGVGLGHSPSSYVNTKEMLTTNPKTEKFEADTDHRTTSFPGAESTAGSEPGSLTPDKEKPSQMTADNTQAAATKQPLETSEYTLSVEPETDSLLGAPEVTVSV.... Result: 1 (interaction).